Dataset: Reaction yield outcomes from USPTO patents with 853,638 reactions. Task: Predict the reaction yield, written as a fraction of the theoretical maximum amount of product (1.0 means a 100% yield; for example, 0.34 means a 34% yield). (1) The reactants are [H-].[Na+].[Br:3][C:4]1[CH:5]=[CH:6][C:7]2[NH:8][C:9]3[C:14]([C:15]=2[CH:16]=1)=[CH:13][C:12]([Br:17])=[CH:11][CH:10]=3.[O:18]1[CH2:20][CH:19]1[CH2:21][CH2:22][NH:23][C:24]1[CH:29]=[CH:28][CH:27]=[CH:26][CH:25]=1. The catalyst is C1COCC1. The product is [Br:17][C:12]1[CH:11]=[CH:10][C:9]2[N:8]([CH2:20][CH:19]([OH:18])[CH2:21][CH2:22][NH:23][C:24]3[CH:29]=[CH:28][CH:27]=[CH:26][CH:25]=3)[C:7]3[C:15]([C:14]=2[CH:13]=1)=[CH:16][C:4]([Br:3])=[CH:5][CH:6]=3. The yield is 0.575. (2) The reactants are O[C:2]1[CH:11]=[C:10]([CH3:12])[C:9]2[C:4](=[CH:5][CH:6]=[C:7]([N+:13]([O-:15])=[O:14])[CH:8]=2)[N:3]=1.O=P(Cl)(Cl)[Cl:18]. The catalyst is O. The product is [Cl:18][C:2]1[CH:11]=[C:10]([CH3:12])[C:9]2[C:4](=[CH:5][CH:6]=[C:7]([N+:13]([O-:15])=[O:14])[CH:8]=2)[N:3]=1. The yield is 0.970. (3) The reactants are [N+:1]([C:4]1[CH:5]=[C:6]([S:10]([NH:13][C:14]2[CH:19]=[CH:18][CH:17]=[CH:16][CH:15]=2)(=[O:12])=[O:11])[CH:7]=[CH:8][CH:9]=1)([O-])=O. The catalyst is C1COCC1.CCOC(C)=O. The product is [NH2:1][C:4]1[CH:5]=[C:6]([S:10]([NH:13][C:14]2[CH:15]=[CH:16][CH:17]=[CH:18][CH:19]=2)(=[O:12])=[O:11])[CH:7]=[CH:8][CH:9]=1. The yield is 0.780. (4) The reactants are [CH3:1][O:2][C:3]1[CH:8]=[CH:7][C:6]([C:9]2[CH:14]=[CH:13][C:12]([CH2:15][C:16](O)=[O:17])=[C:11]([N+:19]([O-])=O)[CH:10]=2)=[CH:5][CH:4]=1. The catalyst is C(O)(=O)C.[Fe]. The product is [CH3:1][O:2][C:3]1[CH:8]=[CH:7][C:6]([C:9]2[CH:10]=[C:11]3[C:12]([CH2:15][C:16](=[O:17])[NH:19]3)=[CH:13][CH:14]=2)=[CH:5][CH:4]=1. The yield is 0.540. (5) The reactants are Br[C:2]1[CH:7]=[CH:6][CH:5]=[CH:4][C:3]=1[C@H:8]([O:10][CH2:11][C@H:12]1[CH2:14][O:13]1)[CH3:9].[C:15]([O:20][CH3:21])(=[O:19])[CH2:16][CH:17]=[CH2:18].CC1C=CC=CC=1P(C1C=CC=CC=1C)C1C=CC=CC=1C.C(N(CC)CC)C. The catalyst is C(#N)C.C([O-])(=O)C.[Pd+2].C([O-])(=O)C. The product is [O:13]1[CH2:14][C@@H:12]1[CH2:11][O:10][C@@H:8]([C:3]1[CH:4]=[CH:5][CH:6]=[CH:7][C:2]=1/[CH:18]=[CH:17]/[CH2:16][C:15]([O:20][CH3:21])=[O:19])[CH3:9]. The yield is 0.230. (6) The reactants are FC(F)(F)C([NH:5][C:6]1[CH:11]=[CH:10][CH:9]=[C:8]([C:12]2[C:20]([C:21]3[CH:26]=[CH:25][N:24]=[C:23]([NH:27][C:28]4[CH:37]=[C:36]5[C:31]([CH2:32][CH2:33][N:34]([CH3:38])[CH2:35]5)=[CH:30][CH:29]=4)[N:22]=3)=[C:15]3[CH:16]=[CH:17][CH:18]=[CH:19][N:14]3[N:13]=2)[CH:7]=1)=O.O[Li].O. The catalyst is O1CCCC1.O.C(Cl)Cl. The product is [NH2:5][C:6]1[CH:7]=[C:8]([C:12]2[C:20]([C:21]3[CH:26]=[CH:25][N:24]=[C:23]([NH:27][C:28]4[CH:37]=[C:36]5[C:31]([CH2:32][CH2:33][N:34]([CH3:38])[CH2:35]5)=[CH:30][CH:29]=4)[N:22]=3)=[C:15]3[CH:16]=[CH:17][CH:18]=[CH:19][N:14]3[N:13]=2)[CH:9]=[CH:10][CH:11]=1. The yield is 0.920. (7) The reactants are [Br:1][C@H:2]1[C@H:8]2[C@H:5]([C:6](=[O:9])[O:7]2)[CH2:4][C@H:3]1[NH:10][C:11](=[O:17])[O:12][C:13]([CH3:16])([CH3:15])[CH3:14].[BH4-].[Li+]. The catalyst is C1COCC1. The product is [Br:1][C@H:2]1[C@H:8]([OH:7])[C@H:5]([CH2:6][OH:9])[CH2:4][C@H:3]1[NH:10][C:11](=[O:17])[O:12][C:13]([CH3:15])([CH3:14])[CH3:16]. The yield is 0.990.